The task is: Predict the product of the given reaction.. This data is from Forward reaction prediction with 1.9M reactions from USPTO patents (1976-2016). (1) Given the reactants B(Br)(Br)Br.C[O:6][C:7]1[CH:8]=[C:9]([C:15]([C@@H:17]2[C@:26]3([CH3:27])[C@H:21]([C:22]([CH3:29])([CH3:28])[CH2:23][CH2:24][CH2:25]3)[CH2:20][C@H:19]([CH2:30][N:31]3[CH:35]=[CH:34][N:33]=[CH:32]3)[C@H:18]2[CH3:36])=[O:16])[CH:10]=[C:11]([O:13]C)[CH:12]=1, predict the reaction product. The product is: [N:31]1([CH2:30][C@H:19]2[CH2:20][C@@H:21]3[C@:26]([CH3:27])([CH2:25][CH2:24][CH2:23][C:22]3([CH3:29])[CH3:28])[C@@H:17]([C:15]([C:9]3[CH:10]=[C:11]([OH:13])[CH:12]=[C:7]([OH:6])[CH:8]=3)=[O:16])[C@@H:18]2[CH3:36])[CH:35]=[CH:34][N:33]=[CH:32]1. (2) Given the reactants [Cl:1][C:2]1[CH:7]=[CH:6][C:5]([C:8]2([OH:14])[CH2:13][CH2:12][NH:11][CH2:10][CH2:9]2)=[CH:4][CH:3]=1.C(=O)([O-])[O-].[K+].[K+], predict the reaction product. The product is: [CH2:4]([N:11]1[CH2:10][CH2:9][C:8]([C:5]2[CH:6]=[CH:7][C:2]([Cl:1])=[CH:3][CH:4]=2)([OH:14])[CH2:13][CH2:12]1)[CH2:3][C:2]#[CH:7]. (3) Given the reactants Cl.[CH2:2]([N:9]([CH2:20][C:21]1[CH:26]=[CH:25][CH:24]=[CH:23][CH:22]=1)[C@H:10]1[CH2:15][CH2:14][C@H:13]([C:16](OC)=O)[CH2:12][CH2:11]1)[C:3]1[CH:8]=[CH:7][CH:6]=[CH:5][CH:4]=1.C([N:29](CC)CC)C.[Cl-].[NH4+].CCCP1(OP(CCC)(=O)OP(CCC)(=O)O1)=O, predict the reaction product. The product is: [CH2:2]([N:9]([CH2:20][C:21]1[CH:26]=[CH:25][CH:24]=[CH:23][CH:22]=1)[C@H:10]1[CH2:15][CH2:14][C@H:13]([C:16]#[N:29])[CH2:12][CH2:11]1)[C:3]1[CH:8]=[CH:7][CH:6]=[CH:5][CH:4]=1. (4) Given the reactants [O:1]1[C:5]2[CH:6]=[C:7]([C:10](OC)=[O:11])[CH:8]=[CH:9][C:4]=2[CH:3]=[CH:2]1.[H-].[H-].[H-].[H-].[Li+].[Al+3].O.[OH-].[Na+], predict the reaction product. The product is: [O:1]1[C:5]2[CH:6]=[C:7]([CH:10]=[O:11])[CH:8]=[CH:9][C:4]=2[CH:3]=[CH:2]1. (5) Given the reactants [C:1]([O:4][C@H:5]([C:45]1[CH:50]=[CH:49][C:48]([F:51])=[CH:47][CH:46]=1)[CH2:6][CH2:7][C@H:8]1[C:11](=[O:12])[N:10]([C:13]2[CH:18]=[CH:17][C:16]([C:19]#[C:20][Si](C)(C)C)=[CH:15][CH:14]=2)[C@@H:9]1[C:25]1[CH:30]=[CH:29][C:28]([C:31]#[C:32][C:33]([CH2:40][O:41][C:42](=[O:44])[CH3:43])([OH:39])[CH2:34][O:35][C:36](=[O:38])[CH3:37])=[CH:27][CH:26]=1)(=[O:3])[CH3:2].[F-].C([N+](CCCC)(CCCC)CCCC)CCC, predict the reaction product. The product is: [C:1]([O:4][C@H:5]([C:45]1[CH:50]=[CH:49][C:48]([F:51])=[CH:47][CH:46]=1)[CH2:6][CH2:7][C@H:8]1[C:11](=[O:12])[N:10]([C:13]2[CH:14]=[CH:15][C:16]([C:19]#[CH:20])=[CH:17][CH:18]=2)[C@@H:9]1[C:25]1[CH:30]=[CH:29][C:28]([C:31]#[C:32][C:33]([CH2:40][O:41][C:42](=[O:44])[CH3:43])([OH:39])[CH2:34][O:35][C:36](=[O:38])[CH3:37])=[CH:27][CH:26]=1)(=[O:3])[CH3:2].